From a dataset of CYP1A2 inhibition data for predicting drug metabolism from PubChem BioAssay. Regression/Classification. Given a drug SMILES string, predict its absorption, distribution, metabolism, or excretion properties. Task type varies by dataset: regression for continuous measurements (e.g., permeability, clearance, half-life) or binary classification for categorical outcomes (e.g., BBB penetration, CYP inhibition). Dataset: cyp1a2_veith. (1) The molecule is COC(=O)C(O)(c1c(C)[nH]c2ccccc12)C(F)(F)F. The result is 1 (inhibitor). (2) The compound is Cc1ccccc1C(=O)NC(=S)NCC(=O)c1ccccc1. The result is 1 (inhibitor).